This data is from Full USPTO retrosynthesis dataset with 1.9M reactions from patents (1976-2016). The task is: Predict the reactants needed to synthesize the given product. (1) Given the product [Br:1][C:2]1[CH:7]=[CH:6][N:5]=[C:4]([CH:8]([NH:14][C:15](=[O:17])[CH3:16])[CH2:9][CH2:10][CH2:11][O:12][CH3:13])[CH:3]=1, predict the reactants needed to synthesize it. The reactants are: [Br:1][C:2]1[CH:7]=[CH:6][N:5]=[C:4]([CH:8]([NH2:14])[CH2:9][CH2:10][CH2:11][O:12][CH3:13])[CH:3]=1.[C:15](OC(=O)C)(=[O:17])[CH3:16].[OH-].[Na+]. (2) Given the product [C:1]([C:5]1[CH:6]=[CH:7][C:8]([O:13][C:14]2[C:23]3[C:18](=[CH:19][C:20]([O:26][CH3:27])=[C:21]([O:24][CH3:25])[CH:22]=3)[N:17]=[CH:16][CH:15]=2)=[C:9]([CH:10]([OH:11])[CH2:28][CH3:29])[CH:12]=1)([CH3:4])([CH3:2])[CH3:3], predict the reactants needed to synthesize it. The reactants are: [C:1]([C:5]1[CH:6]=[CH:7][C:8]([O:13][C:14]2[C:23]3[C:18](=[CH:19][C:20]([O:26][CH3:27])=[C:21]([O:24][CH3:25])[CH:22]=3)[N:17]=[CH:16][CH:15]=2)=[C:9]([CH:12]=1)[CH:10]=[O:11])([CH3:4])([CH3:3])[CH3:2].[CH2:28]([Mg]Br)[CH3:29].O. (3) Given the product [CH3:1][O:8][C:9](=[O:38])[C@H:10]([CH2:14][C:13]1[C:77]2[C:72](=[CH:73][CH:74]=[CH:75][CH:76]=2)[NH:71][CH:12]=1)[NH:11][C:15](=[O:37])[CH2:16][CH2:17][C:18](=[O:36])[C@@H:19]([NH:27][C:28](=[O:35])[C:29]1[CH:34]=[CH:33][CH:32]=[CH:31][CH:30]=1)[CH2:20][C:21]1[CH:26]=[CH:25][CH:24]=[CH:23][CH:22]=1, predict the reactants needed to synthesize it. The reactants are: [CH2:1]([O:8][C:9](=[O:38])[C@@H:10]1[CH2:14][CH2:13][CH2:12][N:11]1[C:15](=[O:37])[CH2:16][CH2:17][C:18](=[O:36])[C@@H:19]([NH:27][C:28](=[O:35])[C:29]1[CH:34]=[CH:33][CH:32]=[CH:31][CH:30]=1)[CH2:20][C:21]1[CH:26]=[CH:25][CH:24]=[CH:23][CH:22]=1)C1C=CC=CC=1.C(N[C@@H](CC1C=CC=CC=1)C(=O)CCC(O)=O)(=O)C1C=CC=CC=1.COC(=O)[C@H](CC1[C:77]2[C:72](=[CH:73][CH:74]=[CH:75][CH:76]=2)[NH:71]C=1)N.O.ON1C2C=CC=CC=2N=N1.Cl.C(N=C=NCCCN(C)C)C.CCN(C(C)C)C(C)C. (4) Given the product [NH2:1][C:4]1[CH:12]=[CH:11][CH:10]=[C:9]2[C:5]=1[CH2:6][O:7][C:8]2=[O:13], predict the reactants needed to synthesize it. The reactants are: [N+:1]([C:4]1[CH:12]=[CH:11][CH:10]=[C:9]2[C:5]=1[CH2:6][O:7][C:8]2=[O:13])([O-])=O.